This data is from Aqueous solubility values for 9,982 compounds from the AqSolDB database. The task is: Regression/Classification. Given a drug SMILES string, predict its absorption, distribution, metabolism, or excretion properties. Task type varies by dataset: regression for continuous measurements (e.g., permeability, clearance, half-life) or binary classification for categorical outcomes (e.g., BBB penetration, CYP inhibition). For this dataset (solubility_aqsoldb), we predict Y. (1) The drug is O=C1Nc2ccccc2C(=O)N2CC(O)CC12. The Y is -2.37 log mol/L. (2) The drug is CC(C)(NC(=O)c1ccccc1)C(=O)NCC(=O)O. The Y is -0.560 log mol/L. (3) The compound is O=C(Nc1ccccc1)Nc1cnns1. The Y is -3.85 log mol/L.